From a dataset of Reaction yield outcomes from USPTO patents with 853,638 reactions. Predict the reaction yield, written as a fraction of the theoretical maximum amount of product (1.0 means a 100% yield; for example, 0.34 means a 34% yield). (1) The reactants are [CH3:1][C:2]([CH3:10])([C:5](=O)[CH2:6][C:7]#[N:8])[C:3]#[N:4].S(O)(O)(=O)=O.NO.C(C1C=C(N)[O:23][N:22]=1)(C)C. No catalyst specified. The product is [NH2:8][C:7]1[O:23][N:22]=[C:5]([C:2]([CH3:10])([CH3:1])[C:3]#[N:4])[CH:6]=1. The yield is 0.230. (2) The reactants are [F:1][C:2]1[CH:12]=[CH:11][C:5]([CH:6]=[CH:7][C:8]([OH:10])=O)=[CH:4][CH:3]=1.[CH3:13][N:14]1[CH2:19][CH2:18][N:17]([C:20]2[CH:21]=[C:22]([C@@H:26]([NH2:28])[CH3:27])[CH:23]=[CH:24][CH:25]=2)[CH2:16][CH2:15]1.C(Cl)CCl.C(N(CC)CC)C. The catalyst is CN(C1C=CN=CC=1)C.ClCCl. The product is [F:1][C:2]1[CH:3]=[CH:4][C:5]([CH:6]=[CH:7][C:8]([NH:28][C@H:26]([C:22]2[CH:23]=[CH:24][CH:25]=[C:20]([N:17]3[CH2:18][CH2:19][N:14]([CH3:13])[CH2:15][CH2:16]3)[CH:21]=2)[CH3:27])=[O:10])=[CH:11][CH:12]=1. The yield is 0.740. (3) The reactants are [CH:1]([C:3]1[CH:4]=[C:5]2[C:9](=[CH:10][CH:11]=1)[NH:8][CH:7]=[CH:6]2)=[CH2:2].[C:12](O[C:12]([O:14][C:15]([CH3:18])([CH3:17])[CH3:16])=[O:13])([O:14][C:15]([CH3:18])([CH3:17])[CH3:16])=[O:13]. The catalyst is C(#N)C.CN(C1C=CN=CC=1)C.C(Cl)Cl. The product is [C:15]([O:14][C:12]([N:8]1[C:9]2[C:5](=[CH:4][C:3]([CH:1]=[CH2:2])=[CH:11][CH:10]=2)[CH:6]=[CH:7]1)=[O:13])([CH3:18])([CH3:17])[CH3:16]. The yield is 0.590. (4) The reactants are C(O[BH-](O[C:11](=O)[CH3:12])OC(=O)C)(=O)C.[Na+].[N:15]1([C:22]2[S:26][C:25]([C:27]([O:29][CH2:30][CH3:31])=[O:28])=[CH:24][CH:23]=2)[CH2:21][CH2:20][CH2:19][NH:18][CH2:17][CH2:16]1.[C:32](O)(=O)C. The catalyst is CC(C)=O. The product is [CH:11]([N:18]1[CH2:19][CH2:20][CH2:21][N:15]([C:22]2[S:26][C:25]([C:27]([O:29][CH2:30][CH3:31])=[O:28])=[CH:24][CH:23]=2)[CH2:16][CH2:17]1)([CH3:12])[CH3:32]. The yield is 0.820.